Dataset: Forward reaction prediction with 1.9M reactions from USPTO patents (1976-2016). Task: Predict the product of the given reaction. (1) Given the reactants [NH2:1][C:2]1[C:10]2[C:5](=[N:6][CH:7]=[CH:8][N:9]=2)[S:4][C:3]=1[C:11]([O:13]CC)=[O:12].[OH-].[K+], predict the reaction product. The product is: [NH2:1][C:2]1[C:10]2[C:5](=[N:6][CH:7]=[CH:8][N:9]=2)[S:4][C:3]=1[C:11]([OH:13])=[O:12]. (2) Given the reactants [CH:1]1([CH:7]([C:9]2[N:10]=[C:11]3[CH:16]=[CH:15][C:14]([C:17]([F:20])([F:19])[F:18])=[CH:13][N:12]3[CH:21]=2)O)[CH2:6][CH2:5][CH2:4][CH2:3][CH2:2]1.[NH2:22][C:23]1[CH:28]=[CH:27][C:26]([C:29]([N:31]([CH3:39])[CH2:32][CH2:33][C:34]([O:36]CC)=[O:35])=[O:30])=[CH:25][CH:24]=1, predict the reaction product. The product is: [CH:1]1([CH:7]([NH:22][C:23]2[CH:24]=[CH:25][C:26]([C:29]([N:31]([CH3:39])[CH2:32][CH2:33][C:34]([OH:36])=[O:35])=[O:30])=[CH:27][CH:28]=2)[C:9]2[N:10]=[C:11]3[CH:16]=[CH:15][C:14]([C:17]([F:20])([F:19])[F:18])=[CH:13][N:12]3[CH:21]=2)[CH2:6][CH2:5][CH2:4][CH2:3][CH2:2]1. (3) Given the reactants [C:1](=O)([O-])[O-].[K+].[K+].CB1OB(C)OB(C)O1.O1CCOCC1.Br[C:23]1[CH:24]=[CH:25][C:26]([Cl:47])=[C:27]([C:29]2[C:38]3[C:33](=[CH:34][CH:35]=[CH:36][CH:37]=3)[C:32]([C@H:39]([CH3:42])[CH2:40][CH3:41])=[C:31]([C:43]([NH:45][CH3:46])=[O:44])[N:30]=2)[CH:28]=1, predict the reaction product. The product is: [Cl:47][C:26]1[CH:25]=[CH:24][C:23]([CH3:1])=[CH:28][C:27]=1[C:29]1[C:38]2[C:33](=[CH:34][CH:35]=[CH:36][CH:37]=2)[C:32]([C@H:39]([CH3:42])[CH2:40][CH3:41])=[C:31]([C:43]([NH:45][CH3:46])=[O:44])[N:30]=1.